Dataset: Forward reaction prediction with 1.9M reactions from USPTO patents (1976-2016). Task: Predict the product of the given reaction. (1) Given the reactants [CH2:1]([N:8]1[CH2:19][CH:18]2[CH2:20][CH:10]([CH2:11][C:12]3[CH:13]=[C:14]([OH:21])[CH:15]=[CH:16][C:17]=32)[CH2:9]1)[C:2]1[CH:7]=[CH:6][CH:5]=[CH:4][CH:3]=1.O.[CH:23](Cl)([F:25])[F:24].[OH-].[K+], predict the reaction product. The product is: [CH2:1]([N:8]1[CH2:19][CH:18]2[CH2:20][CH:10]([CH2:11][C:12]3[CH:13]=[C:14]([O:21][CH:23]([F:25])[F:24])[CH:15]=[CH:16][C:17]=32)[CH2:9]1)[C:2]1[CH:3]=[CH:4][CH:5]=[CH:6][CH:7]=1. (2) Given the reactants [C:1]([CH2:3][P:4](=[O:11])([O:8][CH2:9][CH3:10])[O:5][CH2:6][CH3:7])#[N:2].Br[C:13]1[CH:25]=[CH:24][C:16]([C:17]([O:19][C:20]([CH3:23])([CH3:22])[CH3:21])=[O:18])=[CH:15][CH:14]=1.P([O-])([O-])([O-])=O.[K+].[K+].[K+], predict the reaction product. The product is: [C:1]([CH:3]([P:4]([O:8][CH2:9][CH3:10])([O:5][CH2:6][CH3:7])=[O:11])[C:13]1[CH:25]=[CH:24][C:16]([C:17]([O:19][C:20]([CH3:21])([CH3:22])[CH3:23])=[O:18])=[CH:15][CH:14]=1)#[N:2]. (3) The product is: [Cl:1][C:2]1[CH:10]=[C:9]2[C:5]([C:6]3([CH:16]([O:17][CH3:18])[CH2:15][C:14](=[O:19])[NH:27][CH2:13][CH:12]3[C:20]3[CH:25]=[CH:24][CH:23]=[C:22]([Cl:26])[CH:21]=3)[C:7](=[O:11])[NH:8]2)=[CH:4][CH:3]=1. Given the reactants [Cl:1][C:2]1[CH:10]=[C:9]2[C:5]([C:6]3([CH:16]([O:17][CH3:18])[CH2:15][C:14](=[O:19])[CH2:13][CH:12]3[C:20]3[CH:25]=[CH:24][CH:23]=[C:22]([Cl:26])[CH:21]=3)[C:7](=[O:11])[NH:8]2)=[CH:4][CH:3]=1.[N-:27]=[N+]=[N-].[Na+], predict the reaction product. (4) Given the reactants Cl.[CH:2]([O:5][C:6](=[O:10])[C@@H:7]([CH3:9])[NH2:8])([CH3:4])[CH3:3].CCN(CC)CC.[P:18](Cl)(Cl)([O:20][C:21]1[CH:26]=[CH:25][CH:24]=[CH:23][CH:22]=1)=[O:19].[F:29][C:30]1[C:35]([F:36])=[C:34]([F:37])[C:33]([F:38])=[C:32]([F:39])[C:31]=1[OH:40], predict the reaction product. The product is: [F:29][C:30]1[C:35]([F:36])=[C:34]([F:37])[C:33]([F:38])=[C:32]([F:39])[C:31]=1[O:40][P:18]([NH:8][C@H:7]([CH3:9])[C:6]([O:5][CH:2]([CH3:4])[CH3:3])=[O:10])([O:20][C:21]1[CH:26]=[CH:25][CH:24]=[CH:23][CH:22]=1)=[O:19]. (5) Given the reactants [OH:1][C@H:2]1[C:6]2[N:7]=[CH:8][N:9]=[C:10]([C:11]3[CH2:16][CH2:15][N:14]([C:17]([O:19][C:20]([CH3:23])([CH3:22])[CH3:21])=[O:18])[CH2:13][CH:12]=3)[C:5]=2[C@H:4]([CH3:24])[CH2:3]1, predict the reaction product. The product is: [OH:1][C@H:2]1[C:6]2[N:7]=[CH:8][N:9]=[C:10]([CH:11]3[CH2:12][CH2:13][N:14]([C:17]([O:19][C:20]([CH3:23])([CH3:22])[CH3:21])=[O:18])[CH2:15][CH2:16]3)[C:5]=2[C@H:4]([CH3:24])[CH2:3]1. (6) Given the reactants [H-].[Na+].[F:3][C:4]1[CH:9]=[CH:8][C:7]([C:10]2[C:14]([CH2:15][OH:16])=[C:13]([CH3:17])[O:12][N:11]=2)=[CH:6][CH:5]=1.Cl[C:19]1[CH:28]=[CH:27][C:22]([C:23]([O:25][CH3:26])=[O:24])=[CH:21][N:20]=1.[Cl-].[Na+], predict the reaction product. The product is: [CH3:26][O:25][C:23](=[O:24])[C:22]1[CH:27]=[CH:28][C:19]([O:16][CH2:15][C:14]2[C:10]([C:7]3[CH:6]=[CH:5][C:4]([F:3])=[CH:9][CH:8]=3)=[N:11][O:12][C:13]=2[CH3:17])=[N:20][CH:21]=1. (7) The product is: [Br:1][C:2]1[CH:3]=[N:4][CH:5]=[C:6]([Cl:10])[C:7]=1[CH2:8][OH:9]. Given the reactants [Br:1][C:2]1[CH:3]=[N:4][CH:5]=[C:6]([Cl:10])[C:7]=1[CH:8]=[O:9].ClC1C=NC=C(Cl)C=1CO, predict the reaction product.